Dataset: Reaction yield outcomes from USPTO patents with 853,638 reactions. Task: Predict the reaction yield, written as a fraction of the theoretical maximum amount of product (1.0 means a 100% yield; for example, 0.34 means a 34% yield). (1) The reactants are [OH:1][C:2]1[CH:9]=[C:8]([O:10][CH3:11])[C:7]([C:12]2[S:13][CH:14]=[CH:15][CH:16]=2)=[CH:6][C:3]=1[CH:4]=O.[C:17]([C:20]1[CH:28]=[CH:27][C:23]([C:24]([OH:26])=[O:25])=[CH:22][CH:21]=1)(=[O:19])[CH3:18].C[O-].[Li+].Cl. The catalyst is CN(C)C=O.CO.O. The product is [OH:1][C:2]1[CH:9]=[C:8]([O:10][CH3:11])[C:7]([C:12]2[S:13][CH:14]=[CH:15][CH:16]=2)=[CH:6][C:3]=1/[CH:4]=[CH:18]/[C:17]([C:20]1[CH:28]=[CH:27][C:23]([C:24]([OH:26])=[O:25])=[CH:22][CH:21]=1)=[O:19]. The yield is 0.150. (2) The product is [NH2:8][C:5]1[C:4]([NH:9][C:23]([C@@H:18]2[CH2:19][C@H:20]([CH3:22])[CH2:21][N:17]2[C:15]([O:14][C:10]([CH3:11])([CH3:13])[CH3:12])=[O:16])=[O:24])=[CH:3][C:2]([Br:1])=[CH:7][N:6]=1. The yield is 0.919. The catalyst is CN(C=O)C.O. The reactants are [Br:1][C:2]1[CH:3]=[C:4]([NH2:9])[C:5]([NH2:8])=[N:6][CH:7]=1.[C:10]([O:14][C:15]([N:17]1[CH2:21][C@@H:20]([CH3:22])[CH2:19][C@H:18]1[C:23](O)=[O:24])=[O:16])([CH3:13])([CH3:12])[CH3:11].N1C(C)=CC(C)=CC=1C.CN(C(ON1N=NC2C=CC=NC1=2)=[N+](C)C)C.F[P-](F)(F)(F)(F)F.